The task is: Regression. Given a peptide amino acid sequence and an MHC pseudo amino acid sequence, predict their binding affinity value. This is MHC class II binding data.. This data is from Peptide-MHC class II binding affinity with 134,281 pairs from IEDB. The peptide sequence is LLKLTVAVGLHFHEM. The MHC is DRB4_0103 with pseudo-sequence DRB4_0103. The binding affinity (normalized) is 0.521.